From a dataset of Reaction yield outcomes from USPTO patents with 853,638 reactions. Predict the reaction yield, written as a fraction of the theoretical maximum amount of product (1.0 means a 100% yield; for example, 0.34 means a 34% yield). (1) The yield is 0.600. The product is [C:34]([O:33][C:31]([N:27]1[CH2:28][CH2:29][CH2:30][CH:26]1[CH2:25][N:6]1[C:7]2[C:3](=[C:2]([Cl:1])[CH:10]=[CH:9][CH:8]=2)[C:4]([C:11](=[O:12])[NH:13][CH2:14][CH:15]2[CH2:20][CH:19]([CH3:21])[CH2:18][C:17]([F:22])([F:23])[CH2:16]2)=[CH:5]1)=[O:32])([CH3:37])([CH3:35])[CH3:36]. The catalyst is C1(C)C=CC=CC=1. The reactants are [Cl:1][C:2]1[CH:10]=[CH:9][CH:8]=[C:7]2[C:3]=1[C:4]([C:11]([NH:13][CH2:14][CH:15]1[CH2:20][CH:19]([CH3:21])[CH2:18][C:17]([F:23])([F:22])[CH2:16]1)=[O:12])=[CH:5][NH:6]2.O[CH2:25][CH:26]1[CH2:30][CH2:29][CH2:28][N:27]1[C:31]([O:33][C:34]([CH3:37])([CH3:36])[CH3:35])=[O:32].C(C=P(CCCC)(CCCC)CCCC)#N. (2) The reactants are C(O[C:4](=[O:9])[C:5]([F:8])([F:7])[F:6])C.[NH2:10][CH2:11][CH2:12][NH:13][CH2:14][CH2:15][NH2:16]. The catalyst is C1COCC1. The product is [NH:13]([CH2:14][CH2:15][NH:16][C:4](=[O:9])[C:5]([F:6])([F:7])[F:8])[CH2:12][CH2:11][NH:10][C:4](=[O:9])[C:5]([F:8])([F:7])[F:6]. The yield is 0.890. (3) The reactants are [CH3:1][O:2][CH2:3][CH2:4][CH2:5][OH:6].F[C:8]1[CH:16]=[CH:15][C:11]([C:12]([OH:14])=[O:13])=[CH:10][C:9]=1[C:17]([F:20])([F:19])[F:18].[H-].[Na+].CN(C=O)C. The catalyst is C1COCC1. The product is [CH3:1][O:2][CH2:3][CH2:4][CH2:5][O:6][C:8]1[CH:16]=[CH:15][C:11]([C:12]([OH:14])=[O:13])=[CH:10][C:9]=1[C:17]([F:18])([F:20])[F:19]. The yield is 0.320. (4) The reactants are [NH2:1][C:2]1[N:3]=[CH:4][C:5]([C:8]2[C:9]([F:21])=[C:10]([OH:20])[C:11]([CH:14]3[CH2:19][CH2:18][CH2:17][CH2:16][CH2:15]3)=[CH:12][CH:13]=2)=[N:6][CH:7]=1.Cl[C:23]1[N:28]=[CH:27][CH:26]=[CH:25][N:24]=1.C([O-])([O-])=O.[K+].[K+].C1OCCOCCOCCOCCOCCOC1. The catalyst is CS(C)=O. The product is [CH:14]1([C:11]2[CH:12]=[CH:13][C:8]([C:5]3[N:6]=[CH:7][C:2]([NH2:1])=[N:3][CH:4]=3)=[C:9]([F:21])[C:10]=2[O:20][C:23]2[N:28]=[CH:27][CH:26]=[CH:25][N:24]=2)[CH2:19][CH2:18][CH2:17][CH2:16][CH2:15]1. The yield is 0.650. (5) The reactants are C1C(=O)N([Br:8])C(=O)C1.[CH3:9][O:10][C:11]1[S:15][C:14]([C:16]([O:18][CH3:19])=[O:17])=[CH:13][CH:12]=1. The catalyst is CN(C)C=O. The product is [Br:8][C:12]1[CH:13]=[C:14]([C:16]([O:18][CH3:19])=[O:17])[S:15][C:11]=1[O:10][CH3:9]. The yield is 0.750. (6) The reactants are [CH2:1]([C:3]1[C:4]([O:15]C)=[N:5][C:6]([CH3:14])=[C:7]([C:9]2[S:10][CH:11]=[CH:12][CH:13]=2)[CH:8]=1)[CH3:2].[I-].[K+].C(#N)C.Cl[Si](C)(C)C. The catalyst is O. The product is [CH2:1]([C:3]1[C:4](=[O:15])[NH:5][C:6]([CH3:14])=[C:7]([C:9]2[S:10][CH:11]=[CH:12][CH:13]=2)[CH:8]=1)[CH3:2]. The yield is 0.900. (7) The reactants are [N:1]12[CH2:8][CH2:7][C:4]([C:9]([C:17]3[CH:22]=[CH:21][CH:20]=[CH:19][CH:18]=3)([C:11]3[CH:16]=[CH:15][CH:14]=[CH:13][CH:12]=3)[OH:10])([CH2:5][CH2:6]1)[CH2:3][CH2:2]2.[Br:23][CH2:24][CH2:25][O:26][CH:27]1[CH2:32][CH2:31][CH2:30][CH2:29][O:28]1. The catalyst is CC#N. The product is [Br-:23].[OH:10][C:9]([C:17]1[CH:22]=[CH:21][CH:20]=[CH:19][CH:18]=1)([C:11]1[CH:12]=[CH:13][CH:14]=[CH:15][CH:16]=1)[C:4]12[CH2:5][CH2:6][N+:1]([CH2:24][CH2:25][O:26][CH:27]3[CH2:32][CH2:31][CH2:30][CH2:29][O:28]3)([CH2:2][CH2:3]1)[CH2:8][CH2:7]2. The yield is 0.316. (8) The reactants are [Cl:1][C:2]1[CH:3]=[C:4]([C:8]#[C:9][C:10]2([OH:17])[CH2:15][CH2:14][C:13](=O)[CH2:12][CH2:11]2)[CH:5]=[CH:6][CH:7]=1.[NH2:18][C:19]1[CH:23]=[C:22]([CH3:24])[NH:21][N:20]=1.C(O)(=O)C.C(O[BH-](OC(=O)C)OC(=O)C)(=O)C.[Na+]. The catalyst is ClCCCl.CCOC(C)=O. The product is [Cl:1][C:2]1[CH:3]=[C:4]([C:8]#[C:9][C:10]2([OH:17])[CH2:15][CH2:14][CH:13]([NH:18][C:19]3[CH:23]=[C:22]([CH3:24])[NH:21][N:20]=3)[CH2:12][CH2:11]2)[CH:5]=[CH:6][CH:7]=1. The yield is 0.280. (9) The reactants are [NH2:1][C:2]1[C:11]([CH2:12][OH:13])=[C:10]([C:14]2[CH:15]=[C:16]3[C:21](=[CH:22][CH:23]=2)[O:20][CH2:19][CH2:18][CH2:17]3)[C:5]([C:6]([O:8][CH3:9])=[O:7])=[C:4]([CH3:24])[N:3]=1.C1C=C[NH+]=CC=1.[O-][Cr](Cl)(=O)=O. The catalyst is ClCCl. The product is [NH2:1][C:2]1[C:11]([CH:12]=[O:13])=[C:10]([C:14]2[CH:15]=[C:16]3[C:21](=[CH:22][CH:23]=2)[O:20][CH2:19][CH2:18][CH2:17]3)[C:5]([C:6]([O:8][CH3:9])=[O:7])=[C:4]([CH3:24])[N:3]=1. The yield is 0.668.